This data is from Reaction yield outcomes from USPTO patents with 853,638 reactions. The task is: Predict the reaction yield, written as a fraction of the theoretical maximum amount of product (1.0 means a 100% yield; for example, 0.34 means a 34% yield). The reactants are [CH3:1][C:2]1[C:3]([CH2:9][N:10]([CH2:17][C:18]2[C:23]([CH:24]([CH3:26])[CH3:25])=[CH:22][CH:21]=[CH:20][N:19]=2)[CH:11]2[CH2:16][CH2:15][NH:14][CH2:13][CH2:12]2)=[N:4][CH:5]=[C:6]([CH3:8])[CH:7]=1.CC([O-])=O.[Na+].[N:32]#[C:33]Br.O. The catalyst is CO. The product is [CH3:1][C:2]1[C:3]([CH2:9][N:10]([CH2:17][C:18]2[C:23]([CH:24]([CH3:26])[CH3:25])=[CH:22][CH:21]=[CH:20][N:19]=2)[CH:11]2[CH2:16][CH2:15][N:14]([C:33]#[N:32])[CH2:13][CH2:12]2)=[N:4][CH:5]=[C:6]([CH3:8])[CH:7]=1. The yield is 0.790.